This data is from Full USPTO retrosynthesis dataset with 1.9M reactions from patents (1976-2016). The task is: Predict the reactants needed to synthesize the given product. (1) Given the product [OH:36][CH2:35][C:22]1[CH:21]=[C:20]([O:19][CH:14]([C:11]2[CH:12]=[CH:13][C:8]([C:7]([NH:6][CH2:5][CH2:4][C:3]([OH:38])=[O:2])=[O:37])=[CH:9][CH:10]=2)[CH2:15][CH:16]([CH3:18])[CH3:17])[CH:25]=[CH:24][C:23]=1[C:26]1[CH:27]=[CH:28][C:29]([CH:32]([CH3:34])[CH3:33])=[CH:30][CH:31]=1, predict the reactants needed to synthesize it. The reactants are: C[O:2][C:3](=[O:38])[CH2:4][CH2:5][NH:6][C:7](=[O:37])[C:8]1[CH:13]=[CH:12][C:11]([CH:14]([O:19][C:20]2[CH:25]=[CH:24][C:23]([C:26]3[CH:31]=[CH:30][C:29]([CH:32]([CH3:34])[CH3:33])=[CH:28][CH:27]=3)=[C:22]([CH:35]=[O:36])[CH:21]=2)[CH2:15][CH:16]([CH3:18])[CH3:17])=[CH:10][CH:9]=1.[BH4-].[Na+]. (2) Given the product [Br:27][C:10]1[N:11]=[C:12]([CH:14]2[CH2:19][CH2:18][O:17][CH2:16][CH2:15]2)[O:13][C:9]=1[S:8][C:5]1[CH:4]=[CH:3][C:2]([Cl:1])=[CH:7][CH:6]=1, predict the reactants needed to synthesize it. The reactants are: [Cl:1][C:2]1[CH:7]=[CH:6][C:5]([S:8][C:9]2[O:13][C:12]([CH:14]3[CH2:19][CH2:18][O:17][CH2:16][CH2:15]3)=[N:11][CH:10]=2)=[CH:4][CH:3]=1.C1C(=O)N([Br:27])C(=O)C1. (3) The reactants are: C(=O)([O-])[O-].[Na+].[Na+].[OH:7][C:8]1[CH:9]=[N:10][C:11]([N:14]2[CH2:19][CH2:18][N:17]([C:20]#[N:21])[CH2:16][C@H:15]2[CH3:22])=[N:12][CH:13]=1.Cl.NO.C([N:28](C(C)C)C(C)C)C.ON1C2C=CC=CC=2N=N1.[CH3:45][C:46]1([C:50]([OH:52])=O)[CH2:49][O:48][CH2:47]1.Cl.CN(C)CCCN=C=NCC. Given the product [CH3:22][C@@H:15]1[CH2:16][N:17]([C:20]2[N:28]=[C:50]([C:46]3([CH3:45])[CH2:49][O:48][CH2:47]3)[O:52][N:21]=2)[CH2:18][CH2:19][N:14]1[C:11]1[N:12]=[CH:13][C:8]([OH:7])=[CH:9][N:10]=1, predict the reactants needed to synthesize it. (4) Given the product [CH3:1][C:2]1([CH3:19])[CH2:7][C:6]([CH3:8])([CH3:9])[CH2:5][C:4]([C:11]#[C:12][C:13]2[CH:18]=[CH:17][CH:16]=[CH:15][N:14]=2)=[CH:3]1, predict the reactants needed to synthesize it. The reactants are: [CH3:1][C:2]1([CH3:19])[CH2:7][C:6]([CH3:9])([CH3:8])[CH2:5][C:4]([C:11]#[C:12][C:13]2[CH:18]=[CH:17][CH:16]=[CH:15][N:14]=2)(O)[CH2:3]1.O=P(Cl)(Cl)Cl.C(OCC)(=O)C. (5) The reactants are: [CH3:1][O:2][C:3]1[CH:8]=[CH:7][C:6]([C:9]2[N:10]=[CH:11][C:12]([CH2:15][OH:16])=[N:13][CH:14]=2)=[C:5]([C:17]([F:20])([F:19])[F:18])[CH:4]=1.CCN(C(C)C)C(C)C.[CH3:30][S:31](Cl)(=[O:33])=[O:32]. Given the product [CH3:1][O:2][C:3]1[CH:8]=[CH:7][C:6]([C:9]2[N:10]=[CH:11][C:12]([CH2:15][O:16][S:31]([CH3:30])(=[O:33])=[O:32])=[N:13][CH:14]=2)=[C:5]([C:17]([F:20])([F:18])[F:19])[CH:4]=1, predict the reactants needed to synthesize it. (6) Given the product [Br:24][C:25]1[C:26]([O:44][CH3:45])=[C:27]([C:33]([CH2:36][S:37][C:38]2[CH:43]=[CH:42][CH:41]=[C:40]([Cl:46])[CH:39]=2)=[CH:34][CH:35]=1)[C:28]([O:30][CH2:31][CH3:32])=[O:29], predict the reactants needed to synthesize it. The reactants are: BrC1C(OC)=C(C=CC=1CSC1C=CC=CC=1C)C(OCC)=O.[Br:24][C:25]1[C:26]([O:44][CH3:45])=[C:27]([C:33]([CH2:36][S:37][C:38]2[CH:43]=[CH:42][CH:41]=[CH:40][CH:39]=2)=[CH:34][CH:35]=1)[C:28]([O:30][CH2:31][CH3:32])=[O:29].[Cl:46]C1C=C(S)C=CC=1.